Dataset: Full USPTO retrosynthesis dataset with 1.9M reactions from patents (1976-2016). Task: Predict the reactants needed to synthesize the given product. (1) Given the product [CH:22]1([C@@H:16]([C:12]2[CH:13]=[CH:14][CH:15]=[C:10]([O:9][CH2:8][C:6]3[CH:5]=[N:4][C:3]([C:25]4[C:30]([F:31])=[CH:29][N:28]=[C:27]([O:32][CH3:33])[CH:26]=4)=[C:2]([O:37][CH2:36][C:35]([CH3:39])([CH3:38])[CH3:34])[N:7]=3)[CH:11]=2)[CH2:17][C:18]([OH:20])=[O:19])[CH2:24][CH2:23]1, predict the reactants needed to synthesize it. The reactants are: Cl[C:2]1[N:7]=[C:6]([CH2:8][O:9][C:10]2[CH:11]=[C:12]([C@H:16]([CH:22]3[CH2:24][CH2:23]3)[CH2:17][C:18]([O:20]C)=[O:19])[CH:13]=[CH:14][CH:15]=2)[CH:5]=[N:4][C:3]=1[C:25]1[C:30]([F:31])=[CH:29][N:28]=[C:27]([O:32][CH3:33])[CH:26]=1.[CH3:34][C:35]([CH3:39])([CH3:38])[CH2:36][OH:37].[H-].[Na+]. (2) Given the product [CH2:27]([N:29]1[CH:34]=[C:33]([C:2]2[C:3]([N:18]3[CH:22]=[CH:21][C:20]([C:23]([F:26])([F:25])[F:24])=[N:19]3)=[N:4][C:5]([NH:8][C:9]3[CH:14]=[C:13]([CH3:15])[CH:12]=[C:11]([O:16][CH3:17])[CH:10]=3)=[N:6][CH:7]=2)[CH:32]=[C:31]([C:44]([O:46][CH2:47][CH3:48])=[O:45])[C:30]1=[O:49])[CH3:28], predict the reactants needed to synthesize it. The reactants are: Br[C:2]1[C:3]([N:18]2[CH:22]=[CH:21][C:20]([C:23]([F:26])([F:25])[F:24])=[N:19]2)=[N:4][C:5]([NH:8][C:9]2[CH:14]=[C:13]([CH3:15])[CH:12]=[C:11]([O:16][CH3:17])[CH:10]=2)=[N:6][CH:7]=1.[CH2:27]([N:29]1[CH:34]=[C:33](B2OC(C)(C)C(C)(C)O2)[CH:32]=[C:31]([C:44]([O:46][CH2:47][CH3:48])=[O:45])[C:30]1=[O:49])[CH3:28].C(OC(C1C(=O)N(CC)C=C(B(O)O)C=1)=O)C.C(Cl)Cl.C(=O)([O-])[O-].[Na+].[Na+]. (3) The reactants are: [F:1][C:2]([F:14])([F:13])[O:3][C:4]1[CH:12]=[CH:11][C:7]([C:8]([OH:10])=O)=[CH:6][CH:5]=1.CCN(C(C)C)C(C)C.CN([C:27]([O:31]N1N=NC2C=CC=NC1=2)=[N+](C)C)C.F[P-](F)(F)(F)(F)F.[NH2:48][C:49]([CH3:68])([CH2:52][O:53][C:54]1[CH:55]=[CH:56][C:57]2[CH2:61][O:60][B:59]([OH:62])[C:58]=2[C:63]=1[O:64][CH:65]([CH3:67])C)[C:50]#[N:51]. Given the product [C:50]([C:49]([NH:48][C:8](=[O:10])[C:7]1[CH:6]=[CH:5][C:4]([O:3][C:2]([F:1])([F:14])[F:13])=[CH:12][CH:11]=1)([CH3:68])[CH2:52][O:53][C:54]1[CH:55]=[CH:56][C:57]2[CH2:61][O:60][B:59]([OH:62])[C:58]=2[C:63]=1[O:64][CH2:65][CH2:67][O:31][CH3:27])#[N:51], predict the reactants needed to synthesize it. (4) Given the product [NH:27]([C:2]1[N:10]=[C:9]2[C:5]([N:6]=[CH:7][N:8]2[C@H:11]2[C@H:12]([OH:19])[C@H:13]([OH:18])[C@@H:14]([CH2:16][OH:17])[O:15]2)=[C:4]([NH:20][CH:21]2[CH2:25][CH2:24][CH2:23][CH2:22]2)[N:3]=1)[NH2:28], predict the reactants needed to synthesize it. The reactants are: Cl[C:2]1[N:10]=[C:9]2[C:5]([N:6]=[CH:7][N:8]2[C@@H:11]2[O:15][C@H:14]([CH2:16][OH:17])[C@H:13]([OH:18])[C@@H:12]2[OH:19])=[C:4]([NH:20][CH:21]2[CH2:25][CH2:24][CH2:23][CH2:22]2)[N:3]=1.O.[NH2:27][NH2:28].